Dataset: Reaction yield outcomes from USPTO patents with 853,638 reactions. Task: Predict the reaction yield, written as a fraction of the theoretical maximum amount of product (1.0 means a 100% yield; for example, 0.34 means a 34% yield). The reactants are [F:1][C:2]1[CH:22]=[CH:21][CH:20]=[CH:19][C:3]=1[CH2:4][O:5][C:6]1[CH:7]=[C:8]([CH:13]=[C:14]([N+:16]([O-:18])=[O:17])[CH:15]=1)[C:9]([O:11]C)=[O:10].CO.[OH-].[Na+]. The catalyst is O. The product is [F:1][C:2]1[CH:22]=[CH:21][CH:20]=[CH:19][C:3]=1[CH2:4][O:5][C:6]1[CH:7]=[C:8]([CH:13]=[C:14]([N+:16]([O-:18])=[O:17])[CH:15]=1)[C:9]([OH:11])=[O:10]. The yield is 0.850.